This data is from Catalyst prediction with 721,799 reactions and 888 catalyst types from USPTO. The task is: Predict which catalyst facilitates the given reaction. Reactant: [F:1][C:2]([F:20])([F:19])[C:3]1[CH:8]=[CH:7][C:6]([C:9]2[C:14]3[N:15]=[CH:16][N:17]=[CH:18][C:13]=3[CH2:12][CH2:11][N:10]=2)=[CH:5][CH:4]=1.[BH4-].[Na+]. The catalyst class is: 5. Product: [F:20][C:2]([F:1])([F:19])[C:3]1[CH:8]=[CH:7][C:6]([CH:9]2[C:14]3[N:15]=[CH:16][N:17]=[CH:18][C:13]=3[CH2:12][CH2:11][NH:10]2)=[CH:5][CH:4]=1.